Dataset: Reaction yield outcomes from USPTO patents with 853,638 reactions. Task: Predict the reaction yield, written as a fraction of the theoretical maximum amount of product (1.0 means a 100% yield; for example, 0.34 means a 34% yield). (1) The reactants are C[Si](C)(C)CCOC[N:7]1[C:11]2[N:12]=[CH:13][N:14]=[C:15]([C:16]3[S:20][C:19]([CH:21]([CH2:25][C:26]#[N:27])[CH2:22][C:23]#[N:24])=[N:18][CH:17]=3)[C:10]=2[CH:9]=[CH:8]1.C(O)(C(F)(F)F)=O. The catalyst is C(Cl)Cl. The product is [N:12]1[C:11]2[NH:7][CH:8]=[CH:9][C:10]=2[C:15]([C:16]2[S:20][C:19]([CH:21]([CH2:25][C:26]#[N:27])[CH2:22][C:23]#[N:24])=[N:18][CH:17]=2)=[N:14][CH:13]=1. The yield is 0.620. (2) The catalyst is C(Cl)Cl. The product is [C:1]([O:5][C:6]([N:8]1[CH2:13][C@@H:12]([CH3:14])[N:11]([C:15]([O:17][C:18]([CH3:21])([CH3:20])[CH3:19])=[O:16])[CH2:10][C@@H:9]1[CH:22]=[O:23])=[O:7])([CH3:4])([CH3:3])[CH3:2]. The yield is 0.960. The reactants are [C:1]([O:5][C:6]([N:8]1[CH2:13][C@@H:12]([CH3:14])[N:11]([C:15]([O:17][C:18]([CH3:21])([CH3:20])[CH3:19])=[O:16])[CH2:10][C@@H:9]1[CH2:22][OH:23])=[O:7])([CH3:4])([CH3:3])[CH3:2].CC(OI1(OC(C)=O)(OC(C)=O)OC(=O)C2C=CC=CC1=2)=O.C(=O)([O-])O.[Na+].S([O-])([O-])(=O)=S.[Na+].[Na+]. (3) The reactants are [CH2:1]1[C:5]2([CH2:10][CH2:9][NH:8][CH2:7][CH2:6]2)[CH2:4][CH2:3][N:2]1[C:11]([O:13][CH2:14][C:15]1[CH:20]=[CH:19][CH:18]=[CH:17][CH:16]=1)=[O:12].Cl[CH2:22][CH2:23][CH2:24][NH:25][C:26](=[O:32])[O:27][C:28]([CH3:31])([CH3:30])[CH3:29]. The catalyst is C(O)(C)C. The product is [C:28]([O:27][C:26]([NH:25][CH2:24][CH2:23][CH2:22][N:8]1[CH2:9][CH2:10][C:5]2([CH2:1][N:2]([C:11]([O:13][CH2:14][C:15]3[CH:16]=[CH:17][CH:18]=[CH:19][CH:20]=3)=[O:12])[CH2:3][CH2:4]2)[CH2:6][CH2:7]1)=[O:32])([CH3:31])([CH3:30])[CH3:29]. The yield is 0.350. (4) The product is [N:19]1([CH2:2][C:3]2[CH:12]=[CH:11][C:6]([C:7]([O:9][CH3:10])=[O:8])=[CH:5][CH:4]=2)[CH:23]=[CH:22][N:21]=[CH:20]1. The reactants are Br[CH2:2][C:3]1[CH:12]=[CH:11][C:6]([C:7]([O:9][CH3:10])=[O:8])=[CH:5][CH:4]=1.C([O-])([O-])=O.[Cs+].[Cs+].[NH:19]1[CH:23]=[CH:22][N:21]=[CH:20]1. The yield is 0.810. The catalyst is CN(C=O)C. (5) The reactants are C[O:2][C:3]1[CH:4]=[C:5]2[C:9](=[CH:10][CH:11]=1)[CH2:8][NH:7][CH2:6]2.[BrH:12]. No catalyst specified. The product is [BrH:12].[OH:2][C:3]1[CH:4]=[C:5]2[C:9](=[CH:10][CH:11]=1)[CH2:8][NH:7][CH2:6]2. The yield is 0.930.